This data is from Forward reaction prediction with 1.9M reactions from USPTO patents (1976-2016). The task is: Predict the product of the given reaction. (1) Given the reactants [CH3:1][O:2][C:3]([C:5]1[S:6][C:7]([C:11]#[C:12][C:13]([CH3:16])([CH3:15])[CH3:14])=[CH:8][C:9]=1Br)=[O:4].[NH2:17][C@H:18]1[CH2:22][CH2:21][N:20]([CH:23]([CH3:25])[CH3:24])[C:19]1=[O:26].C([O-])([O-])=O.[Cs+].[Cs+], predict the reaction product. The product is: [CH3:14][C:13]([CH3:16])([CH3:15])[C:12]#[C:11][C:7]1[S:6][C:5]([C:3]([O:2][CH3:1])=[O:4])=[C:9]([NH:17][CH:18]2[CH2:22][CH2:21][N:20]([CH:23]([CH3:25])[CH3:24])[C:19]2=[O:26])[CH:8]=1. (2) Given the reactants [Br:1][C:2]1[CH:3]=[C:4]2[C:13](=[CH:14][CH:15]=1)[C:12]1[N:8]([CH:9]=[C:10]([C:16]([NH2:18])=[O:17])[N:11]=1)[CH2:7][CH2:6][O:5]2.[CH3:19][N:20]([CH:22](OC)OC)[CH3:21], predict the reaction product. The product is: [Br:1][C:2]1[CH:3]=[C:4]2[C:13](=[CH:14][CH:15]=1)[C:12]1[N:8]([CH:9]=[C:10]([C:16](/[N:18]=[CH:19]/[N:20]([CH3:22])[CH3:21])=[O:17])[N:11]=1)[CH2:7][CH2:6][O:5]2. (3) Given the reactants CS(O[CH2:6][C@H:7]1[CH2:12][CH2:11][C@@H:10]([NH:13][C:14]([O:16][C:17]([CH3:20])([CH3:19])[CH3:18])=[O:15])[CH2:9][CH2:8]1)(=O)=O.CCN(C(C)C)C(C)C.[F:30][C:31]([F:40])([F:39])[C:32]1[CH:33]=[C:34]([SH:38])[CH:35]=[CH:36][CH:37]=1, predict the reaction product. The product is: [F:40][C:31]([F:30])([F:39])[C:32]1[CH:33]=[C:34]([S:38][CH2:6][C@@H:7]2[CH2:8][CH2:9][C@H:10]([NH:13][C:14](=[O:15])[O:16][C:17]([CH3:18])([CH3:19])[CH3:20])[CH2:11][CH2:12]2)[CH:35]=[CH:36][CH:37]=1. (4) Given the reactants [NH2:1][C:2]1[N:7]=[C:6]([C:8]2[O:9][C:10]([CH:13]([F:15])[F:14])=[CH:11][CH:12]=2)[C:5]([C:16]#[N:17])=[C:4]([S:18]([CH3:20])=O)[N:3]=1.SC[CH2:23][C:24]1[CH:29]=[CH:28][CH:27]=[CH:26][N:25]=1.C1CCN2C(=NCCC2)CC1, predict the reaction product. The product is: [NH2:1][C:2]1[N:7]=[C:6]([C:8]2[O:9][C:10]([CH:13]([F:15])[F:14])=[CH:11][CH:12]=2)[C:5]([C:16]#[N:17])=[C:4]([S:18][CH2:20][CH2:23][C:24]2[CH:29]=[CH:28][CH:27]=[CH:26][N:25]=2)[N:3]=1. (5) Given the reactants [Cl:1][C:2]1[CH:7]=[CH:6][C:5](I)=[CH:4][C:3]=1[C@H:9]([OH:12])[CH2:10][OH:11].C(#N)CC.[C:17]([O:21][CH2:22][CH3:23])(=[O:20])[CH:18]=[CH2:19].C(N(CC)CC)C.CC1C(P(C2C(C)=CC=CC=2)C2C(C)=CC=CC=2)=CC=CC=1, predict the reaction product. The product is: [Cl:1][C:2]1[CH:7]=[CH:6][C:5](/[CH:19]=[CH:18]/[C:17]([O:21][CH2:22][CH3:23])=[O:20])=[CH:4][C:3]=1[C@H:9]([OH:12])[CH2:10][OH:11]. (6) Given the reactants [CH3:1][C:2]1[CH:7]=[C:6]([B:8]2[O:12][C:11]([CH3:14])([CH3:13])[C:10]([CH3:16])([CH3:15])[O:9]2)[CH:5]=[CH:4][C:3]=1[N:17]1[CH2:22][CH2:21][N:20](C(OC(C)(C)C)=O)[CH2:19][CH2:18]1.[ClH:30].CC(=O)OCC, predict the reaction product. The product is: [ClH:30].[CH3:1][C:2]1[CH:7]=[C:6]([B:8]2[O:12][C:11]([CH3:13])([CH3:14])[C:10]([CH3:16])([CH3:15])[O:9]2)[CH:5]=[CH:4][C:3]=1[N:17]1[CH2:18][CH2:19][NH:20][CH2:21][CH2:22]1. (7) Given the reactants [F:1][CH:2]([F:14])[O:3][C:4]1[CH:9]=[CH:8][CH:7]=[C:6]([N+:10]([O-])=O)[C:5]=1[F:13].[Sn](Cl)Cl.Cl.[OH-].[Na+], predict the reaction product. The product is: [F:14][CH:2]([F:1])[O:3][C:4]1[C:5]([F:13])=[C:6]([NH2:10])[CH:7]=[CH:8][CH:9]=1. (8) Given the reactants Cl[C:2]([O:4][CH2:5][CH:6]1[C:18]2[CH:17]=[CH:16][CH:15]=[CH:14][C:13]=2[C:12]2[C:7]1=[CH:8][CH:9]=[CH:10][CH:11]=2)=[O:3].N[OH:20].C([O-])([O-])=O.[Na+].[Na+].[CH2:27]1[CH2:31]OC[CH2:28]1, predict the reaction product. The product is: [CH2:31]([CH:5]([CH:6]1[C:18]2[C:13](=[CH:14][CH:15]=[CH:16][CH:17]=2)[C:12]2[C:7]1=[CH:8][CH:9]=[CH:10][CH:11]=2)[O:4][C:2]([OH:20])=[O:3])[CH:27]=[CH2:28]. (9) Given the reactants Br[C:2]1[C:10]2[NH:9][C@H:8]3[CH2:11][CH2:12][N:13]([C:15]([O:17][CH2:18][CH3:19])=[O:16])[CH2:14][C@H:7]3[C:6]=2[CH:5]=[CH:4][CH:3]=1.Cl[CH2:21][C:22]([NH2:24])=[O:23].[I-].[K+].C(N(C(C)C)CC)(C)C.CNC(=O)CCl.C(=O)([O-])[O-].[K+].[K+].CNCCNC, predict the reaction product. The product is: [O:23]=[C:22]1[CH2:21][N:9]2[C@H:8]3[CH2:11][CH2:12][N:13]([C:15]([O:17][CH2:18][CH3:19])=[O:16])[CH2:14][C@H:7]3[C:6]3[C:10]2=[C:2]([CH:3]=[CH:4][CH:5]=3)[NH:24]1. (10) Given the reactants [CH3:1][C:2]1([CH3:28])[CH2:11][C:10]2[C:5](=[CH:6][CH:7]=[C:8]([C:12]([OH:14])=O)[CH:9]=2)[NH:4][CH:3]1[C:15]1[CH:20]=[C:19]([N:21]2[CH2:26][CH2:25][O:24][CH2:23][CH2:22]2)[CH:18]=[C:17]([CH3:27])[CH:16]=1.[CH3:29][S:30]([NH2:33])(=[O:32])=[O:31], predict the reaction product. The product is: [CH3:28][C:2]1([CH3:1])[CH2:11][C:10]2[C:5](=[CH:6][CH:7]=[C:8]([C:12]([NH:33][S:30]([CH3:29])(=[O:32])=[O:31])=[O:14])[CH:9]=2)[NH:4][CH:3]1[C:15]1[CH:20]=[C:19]([N:21]2[CH2:22][CH2:23][O:24][CH2:25][CH2:26]2)[CH:18]=[C:17]([CH3:27])[CH:16]=1.